Dataset: Forward reaction prediction with 1.9M reactions from USPTO patents (1976-2016). Task: Predict the product of the given reaction. (1) Given the reactants [CH2:1]1[C:10]2[C:5](=[CH:6][C:7]([NH:11][C:12]([C:14]3[CH2:19][CH2:18][CH2:17][CH2:16][C:15]=3[C:20]3[CH:25]=[CH:24][C:23]([C:26]([F:29])([F:28])[F:27])=[CH:22][CH:21]=3)=[O:13])=[CH:8][CH:9]=2)[CH2:4][CH2:3][NH:2]1.[CH3:30][C:31]1[CH:32]=[C:33]([CH:36]=[CH:37][CH:38]=1)[CH:34]=O.C(O[BH-](OC(=O)C)OC(=O)C)(=O)C.[Na+], predict the reaction product. The product is: [CH3:30][C:31]1[CH:32]=[C:33]([CH:36]=[CH:37][CH:38]=1)[CH2:34][N:2]1[CH2:3][CH2:4][C:5]2[C:10](=[CH:9][CH:8]=[C:7]([NH:11][C:12]([C:14]3[CH2:19][CH2:18][CH2:17][CH2:16][C:15]=3[C:20]3[CH:21]=[CH:22][C:23]([C:26]([F:27])([F:28])[F:29])=[CH:24][CH:25]=3)=[O:13])[CH:6]=2)[CH2:1]1. (2) Given the reactants Cl[P:2]([C:9]1[CH:14]=[CH:13][CH:12]=[CH:11][CH:10]=1)[C:3]1[CH:8]=[CH:7][CH:6]=[CH:5][CH:4]=1.[CH2:15]([C:19]1[CH:24]=[CH:23][C:22]([S:25]([NH2:28])(=[O:27])=[O:26])=[CH:21][CH:20]=1)[CH2:16][CH2:17][CH3:18].C(N(CC)CC)C, predict the reaction product. The product is: [C:3]1([P:2]([C:9]2[CH:14]=[CH:13][CH:12]=[CH:11][CH:10]=2)[NH:28][S:25]([C:22]2[CH:23]=[CH:24][C:19]([CH2:15][CH2:16][CH2:17][CH3:18])=[CH:20][CH:21]=2)(=[O:26])=[O:27])[CH:8]=[CH:7][CH:6]=[CH:5][CH:4]=1.